From a dataset of Catalyst prediction with 721,799 reactions and 888 catalyst types from USPTO. Predict which catalyst facilitates the given reaction. (1) Reactant: C1(P(=[CH:20][C:21]([O:23][CH2:24][C:25]2[CH:30]=[CH:29][CH:28]=[CH:27][CH:26]=2)=[O:22])(C2C=CC=CC=2)C2C=CC=CC=2)C=CC=CC=1.[CH3:31][N:32]1[CH:36]=[CH:35][CH:34]=[C:33]1[CH:37]=O. Product: [CH2:24]([O:23][C:21](=[O:22])[CH:20]=[CH:37][C:33]1[N:32]([CH3:31])[CH:36]=[CH:35][CH:34]=1)[C:25]1[CH:26]=[CH:27][CH:28]=[CH:29][CH:30]=1. The catalyst class is: 2. (2) Reactant: [Cl:1][C:2]1[CH:3]=[C:4]([C:9]2[CH:14]=[CH:13][C:12]([CH2:15][C@@H:16]([NH:23][C:24]([C:26]3[CH:27]=[C:28]([C:34]4[CH:39]=[CH:38][C:37]([C:40]([F:43])([F:42])[F:41])=[CH:36][CH:35]=4)[CH:29]=[CH:30][C:31]=3[O:32][CH3:33])=[O:25])[C:17](=[O:22])N(OC)C)=[CH:11][CH:10]=2)[CH:5]=[CH:6][C:7]=1[F:8].CC(C[AlH]CC(C)C)C.C(C(C(C([O-])=O)O)O)([O-])=O.[Na+].[K+]. Product: [Cl:1][C:2]1[CH:3]=[C:4]([C:9]2[CH:14]=[CH:13][C:12]([CH2:15][C@@H:16]([NH:23][C:24]([C:26]3[CH:27]=[C:28]([C:34]4[CH:39]=[CH:38][C:37]([C:40]([F:43])([F:41])[F:42])=[CH:36][CH:35]=4)[CH:29]=[CH:30][C:31]=3[O:32][CH3:33])=[O:25])[CH:17]=[O:22])=[CH:11][CH:10]=2)[CH:5]=[CH:6][C:7]=1[F:8]. The catalyst class is: 1. (3) Reactant: [Cl:1][C:2]1[N:3]=[C:4]([N:13]2[CH2:18][CH2:17][O:16][CH2:15][CH2:14]2)[C:5]2[S:10][C:9]([CH:11]=O)=[N:8][C:6]=2[N:7]=1.[NH2:19][CH3:20].CO.[BH4-].[Na+]. Product: [Cl:1][C:2]1[N:3]=[C:4]([N:13]2[CH2:18][CH2:17][O:16][CH2:15][CH2:14]2)[C:5]2[S:10][C:9]([CH2:11][NH:19][CH3:20])=[N:8][C:6]=2[N:7]=1. The catalyst class is: 247. (4) Reactant: [Cl:1][C:2]1[CH:3]=[N:4][CH:5]=[C:6](/[CH:8]=[CH:9]/[C:10]2[CH:15]=[CH:14][CH:13]=[C:12]([N+:16]([O-])=O)[CH:11]=2)[CH:7]=1.Cl.C(=O)(O)[O-].[Na+]. Product: [NH2:16][C:12]1[CH:11]=[C:10](/[CH:9]=[CH:8]/[C:6]2[CH:5]=[N:4][CH:3]=[C:2]([Cl:1])[CH:7]=2)[CH:15]=[CH:14][CH:13]=1. The catalyst class is: 415. (5) Reactant: [CH2:1]([O:8][C:9]1[CH:57]=[CH:56][C:12]([C:13]([O:15][C:16]2[CH:21]=[CH:20][C:19]([CH2:22][N:23]([CH2:48][C:49]([O:51]C(C)(C)C)=[O:50])[C:24](=[O:47])[C:25]3[CH:30]=[CH:29][C:28]([NH:31][C:32](=[O:46])[CH2:33][C:34]4[CH:39]=[CH:38][C:37]([O:40][CH3:41])=[CH:36][C:35]=4[C:42]([F:45])([F:44])[F:43])=[CH:27][CH:26]=3)=[CH:18][CH:17]=2)=[O:14])=[CH:11][CH:10]=1)[CH2:2][CH2:3][CH2:4][CH2:5][CH2:6][CH3:7].C(O)(C(F)(F)F)=O. Product: [CH2:1]([O:8][C:9]1[CH:10]=[CH:11][C:12]([C:13]([O:15][C:16]2[CH:17]=[CH:18][C:19]([CH2:22][N:23]([CH2:48][C:49]([OH:51])=[O:50])[C:24](=[O:47])[C:25]3[CH:30]=[CH:29][C:28]([NH:31][C:32](=[O:46])[CH2:33][C:34]4[CH:39]=[CH:38][C:37]([O:40][CH3:41])=[CH:36][C:35]=4[C:42]([F:44])([F:45])[F:43])=[CH:27][CH:26]=3)=[CH:20][CH:21]=2)=[O:14])=[CH:56][CH:57]=1)[CH2:2][CH2:3][CH2:4][CH2:5][CH2:6][CH3:7]. The catalyst class is: 2. (6) Reactant: [CH3:1][C:2]1[CH:3]=[C:4]([CH:6]=[C:7](B2OC(C)(C)C(C)(C)O2)[CH:8]=1)[NH2:5].Br[C:19]1[S:23][C:22]([C:24]([OH:35])([CH3:34])[CH2:25][O:26][Si:27]([C:30]([CH3:33])([CH3:32])[CH3:31])([CH3:29])[CH3:28])=[N:21][CH:20]=1.CC(C1C=C(C(C)C)C(C2C=CC=CC=2P(C2CCCCC2)C2CCCCC2)=C(C(C)C)C=1)C.C(=O)([O-])[O-].[Cs+].[Cs+]. Product: [NH2:5][C:4]1[CH:6]=[C:7]([C:19]2[S:23][C:22]([C:24]([OH:35])([CH3:34])[CH2:25][O:26][Si:27]([C:30]([CH3:33])([CH3:32])[CH3:31])([CH3:29])[CH3:28])=[N:21][CH:20]=2)[CH:8]=[C:2]([CH3:1])[CH:3]=1. The catalyst class is: 110. (7) Reactant: [C:1]([O:5][C:6]([NH:8][CH:9]([CH2:13][C:14]1[CH:19]=[CH:18][C:17]([O:20][C:21]2[CH:26]=[CH:25][C:24]([CH:27]=[C:28]3[C:36]4[C:31](=[CH:32][CH:33]=[CH:34][CH:35]=4)[NH:30][C:29]3=[O:37])=[CH:23][CH:22]=2)=[CH:16][CH:15]=1)[C:10]([OH:12])=O)=[O:7])([CH3:4])([CH3:3])[CH3:2].[CH2:38]([N:40](CC)[CH2:41]C)C.F[P-](F)(F)(F)(F)F.N1(O[P+](N(C)C)(N(C)C)N(C)C)C2C=CC=CC=2N=N1.CNC. Product: [C:1]([O:5][C:6](=[O:7])[NH:8][CH:9]([C:10](=[O:12])[N:40]([CH3:41])[CH3:38])[CH2:13][C:14]1[CH:15]=[CH:16][C:17]([O:20][C:21]2[CH:22]=[CH:23][C:24]([CH:27]=[C:28]3[C:36]4[C:31](=[CH:32][CH:33]=[CH:34][CH:35]=4)[NH:30][C:29]3=[O:37])=[CH:25][CH:26]=2)=[CH:18][CH:19]=1)([CH3:4])([CH3:2])[CH3:3]. The catalyst class is: 2.